The task is: Predict which catalyst facilitates the given reaction.. This data is from Catalyst prediction with 721,799 reactions and 888 catalyst types from USPTO. Reactant: [CH2:1]([O:8][C:9]1[CH:10]=[CH:11][C:12]([S:18]([NH2:21])(=[O:20])=[O:19])=[N:13][C:14]=1[N+:15]([O-:17])=[O:16])[C:2]1[CH:7]=[CH:6][CH:5]=[CH:4][CH:3]=1.[CH3:22][C:23]1[CH:50]=[CH:49][CH:48]=[C:47]([CH3:51])[C:24]=1[O:25][C:26]1[C:31]([C:32](O)=[O:33])=[CH:30][CH:29]=[C:28]([C:35]2[CH:40]=[C:39]([O:41][CH2:42][CH:43]([CH3:45])[CH3:44])[CH:38]=[C:37]([F:46])[CH:36]=2)[N:27]=1.CN(C(ON1N=NC2C=CC=NC1=2)=[N+](C)C)C.F[P-](F)(F)(F)(F)F.C(=O)([O-])[O-].[K+].[K+]. Product: [CH2:1]([O:8][C:9]1[CH:10]=[CH:11][C:12]([S:18]([NH:21][C:32]([C:31]2[C:26]([O:25][C:24]3[C:23]([CH3:22])=[CH:50][CH:49]=[CH:48][C:47]=3[CH3:51])=[N:27][C:28]([C:35]3[CH:40]=[C:39]([O:41][CH2:42][CH:43]([CH3:45])[CH3:44])[CH:38]=[C:37]([F:46])[CH:36]=3)=[CH:29][CH:30]=2)=[O:33])(=[O:20])=[O:19])=[N:13][C:14]=1[N+:15]([O-:17])=[O:16])[C:2]1[CH:7]=[CH:6][CH:5]=[CH:4][CH:3]=1. The catalyst class is: 3.